This data is from Forward reaction prediction with 1.9M reactions from USPTO patents (1976-2016). The task is: Predict the product of the given reaction. (1) Given the reactants [Br:1][C:2]1[C:14]2[NH:13][C:12]3[C:7](=[CH:8][CH:9]=[CH:10][CH:11]=3)[C:6]=2[C:5]([O:15][CH2:16][C@@H:17]2[CH2:19][O:18]2)=[CH:4][CH:3]=1.NCC1CCN([C:28]2[CH:33]=[C:32]([O:34][CH3:35])[CH:31]=[CH:30][C:29]=2[S:36]([NH2:39])(=[O:38])=[O:37])CC1, predict the reaction product. The product is: [Br:1][C:2]1[C:14]2[NH:13][C:12]3[C:7](=[CH:8][CH:9]=[CH:10][CH:11]=3)[C:6]=2[C:5]([O:15][CH2:16][C@@H:17]([OH:18])[CH2:19][NH:13][CH2:12][CH:7]2[CH2:8][CH2:9][N:39]([S:36]([C:29]3[CH:28]=[CH:33][C:32]([O:34][CH3:35])=[CH:31][CH:30]=3)(=[O:37])=[O:38])[CH2:5][CH2:6]2)=[CH:4][CH:3]=1. (2) Given the reactants [F:1][C:2]1[CH:10]=[C:9]([N+:11]([O-:13])=[O:12])[C:8]([F:14])=[CH:7][C:3]=1[C:4]([OH:6])=[O:5].S(=O)(=O)(O)O.[CH3:20]O, predict the reaction product. The product is: [F:1][C:2]1[CH:10]=[C:9]([N+:11]([O-:13])=[O:12])[C:8]([F:14])=[CH:7][C:3]=1[C:4]([O:6][CH3:20])=[O:5]. (3) Given the reactants [CH3:1][C:2]1[CH:3]=[CH:4][CH:5]=[C:6]2[C:10]=1[NH:9][C:8]([C:11]([O:13][CH2:14][CH3:15])=[O:12])=[CH:7]2.C(=O)([O-])[O-].[K+].[K+].[Cl:22][C:23]1[CH:30]=[CH:29][C:26]([CH2:27]Cl)=[CH:25][CH:24]=1, predict the reaction product. The product is: [Cl:22][C:23]1[CH:30]=[CH:29][C:26]([CH2:27][N:9]2[C:10]3[C:6](=[CH:5][CH:4]=[CH:3][C:2]=3[CH3:1])[CH:7]=[C:8]2[C:11]([O:13][CH2:14][CH3:15])=[O:12])=[CH:25][CH:24]=1. (4) Given the reactants [CH3:1][C:2]1[CH:3]=[CH:4][C:5]([SH:10])=[C:6]([CH:9]=1)[CH:7]=O.[F:11][C:12]([F:21])([F:20])/[CH:13]=[CH:14]/[C:15]([O:17][CH2:18][CH3:19])=[O:16].C([O-])([O-])=O.[K+].[K+].Cl, predict the reaction product. The product is: [CH3:1][C:2]1[CH:3]=[CH:4][C:5]2[S:10][CH:13]([C:12]([F:11])([F:21])[F:20])[C:14]([C:15]([O:17][CH2:18][CH3:19])=[O:16])=[CH:7][C:6]=2[CH:9]=1.